Task: Predict the reactants needed to synthesize the given product.. Dataset: Full USPTO retrosynthesis dataset with 1.9M reactions from patents (1976-2016) (1) Given the product [CH:32]1([N:27]2[C:25]3[N:26]=[C:21]([NH:20][C:17]4[CH:18]=[CH:19][C:14]([N:11]5[CH2:10][CH2:9][NH:8][CH2:13][CH2:12]5)=[CH:15][N:16]=4)[N:22]=[CH:23][C:24]=3[CH:29]=[C:28]2[C:30]#[N:31])[CH2:36][CH2:35][CH2:34][CH2:33]1, predict the reactants needed to synthesize it. The reactants are: C(OC([N:8]1[CH2:13][CH2:12][N:11]([C:14]2[CH:15]=[N:16][C:17]([NH:20][C:21]3[N:22]=[CH:23][C:24]4[CH:29]=[C:28]([C:30]#[N:31])[N:27]([CH:32]5[CH2:36][CH2:35][CH2:34][CH2:33]5)[C:25]=4[N:26]=3)=[CH:18][CH:19]=2)[CH2:10][CH2:9]1)=O)(C)(C)C. (2) Given the product [C@H:2]1([NH:11][C:12]2[CH:21]=[CH:20][C:19]3[C:14](=[CH:15][CH:16]=[C:17]([NH:22][C:23]([NH:34][CH:31]4[CH2:32][CH2:33][N:28]([CH3:27])[CH2:29][CH2:30]4)=[NH:26])[CH:18]=3)[N:13]=2)[C:10]2[C:5](=[CH:6][CH:7]=[CH:8][CH:9]=2)[CH2:4][CH2:3]1, predict the reactants needed to synthesize it. The reactants are: I.[C@H:2]1([NH:11][C:12]2[CH:21]=[CH:20][C:19]3[C:14](=[CH:15][CH:16]=[C:17]([NH:22][C:23](=[NH:26])SC)[CH:18]=3)[N:13]=2)[C:10]2[C:5](=[CH:6][CH:7]=[CH:8][CH:9]=2)[CH2:4][CH2:3]1.[CH3:27][N:28]1[CH2:33][CH2:32][CH:31]([NH2:34])[CH2:30][CH2:29]1.